From a dataset of Catalyst prediction with 721,799 reactions and 888 catalyst types from USPTO. Predict which catalyst facilitates the given reaction. (1) Reactant: [CH3:1][Mg]Br.[F:4][C:5]([F:20])([F:19])[C:6]1[CH:18]=[CH:17][C:9]([C:10]([CH:12]2[CH2:14][CH:13]2[C:15]#[N:16])=[O:11])=[CH:8][CH:7]=1. Product: [OH:11][C:10]([CH:12]1[CH2:14][CH:13]1[C:15]#[N:16])([C:9]1[CH:17]=[CH:18][C:6]([C:5]([F:19])([F:20])[F:4])=[CH:7][CH:8]=1)[CH3:1]. The catalyst class is: 27. (2) Reactant: Br.[CH:2]1([NH:5][C:6]2[CH:11]=[CH:10][N:9]3[CH:12]=[C:13]([C:15]4[CH:20]=[CH:19][C:18]([OH:21])=[CH:17][CH:16]=4)[N:14]=[C:8]3[CH:7]=2)[CH2:4][CH2:3]1.C([O-])([O-])=O.[Cs+].[Cs+].Br[CH2:29][CH2:30][CH2:31][F:32]. Product: [CH:2]1([NH:5][C:6]2[CH:11]=[CH:10][N:9]3[CH:12]=[C:13]([C:15]4[CH:20]=[CH:19][C:18]([O:21][CH2:29][CH2:30][CH2:31][F:32])=[CH:17][CH:16]=4)[N:14]=[C:8]3[CH:7]=2)[CH2:4][CH2:3]1. The catalyst class is: 3. (3) Reactant: ClC1N=[C:4]([NH:18][C:19]2[C:24]([C:25]#[C:26][Si:27]([CH3:30])([CH3:29])[CH3:28])=[CH:23][C:22]([Cl:31])=[CH:21][N:20]=2)[C:5](=[O:17])[N:6]([CH2:8][C:9]2[CH:14]=[CH:13][C:12]([O:15][CH3:16])=[CH:11][CH:10]=2)[CH:7]=1.CCN(C(C)C)C(C)C. Product: [Cl:31][C:22]1[CH:21]=[N:20][C:19]2[NH:18][C:4]3[C:5](=[O:17])[N:6]([CH2:8][C:9]4[CH:14]=[CH:13][C:12]([O:15][CH3:16])=[CH:11][CH:10]=4)[CH:7]=[C:26]([Si:27]([CH3:30])([CH3:29])[CH3:28])[C:25]=3[C:24]=2[CH:23]=1. The catalyst class is: 11. (4) Reactant: [N+:1]([C:4]1[CH:12]=[C:11]([C:13]([F:16])([F:15])[F:14])[CH:10]=[CH:9][C:5]=1[C:6](O)=[O:7])([O-:3])=[O:2].[CH3:17][NH:18][O:19][CH3:20].CN1CCOCC1.C[N+]1(C2N=C(OC)N=C(OC)N=2)CCOCC1.[Cl-]. Product: [CH3:20][O:19][N:18]([CH3:17])[C:6](=[O:7])[C:5]1[CH:9]=[CH:10][C:11]([C:13]([F:16])([F:15])[F:14])=[CH:12][C:4]=1[N+:1]([O-:3])=[O:2]. The catalyst class is: 1. (5) Reactant: [Si:1]([O:8][CH2:9][CH2:10][CH2:11][C:12]1[CH:13]=[C:14]([OH:18])[CH:15]=[CH:16][CH:17]=1)([C:4]([CH3:7])([CH3:6])[CH3:5])([CH3:3])[CH3:2].[C:19]([O:23][CH3:24])(=[O:22])[C:20]#[CH:21].CN1CCOCC1. Product: [Si:1]([O:8][CH2:9][CH2:10][CH2:11][C:12]1[CH:13]=[C:14]([CH:15]=[CH:16][CH:17]=1)[O:18]/[CH:21]=[CH:20]/[C:19]([O:23][CH3:24])=[O:22])([C:4]([CH3:7])([CH3:6])[CH3:5])([CH3:3])[CH3:2]. The catalyst class is: 23. (6) Reactant: [C:1]([C:4]1[C:5]([O:18][CH2:19][CH3:20])=[C:6]([C@@H:12]2[CH2:16][NH:15][C:14](=[O:17])[CH2:13]2)[C:7]([F:11])=[C:8]([Cl:10])[CH:9]=1)(=O)[CH3:2].[C:21]([O:25][C:26]([CH3:29])([CH3:28])[CH3:27])(=[O:24])[NH:22][NH2:23]. Product: [Cl:10][C:8]1[C:7]([F:11])=[C:6]([C@H:12]2[CH2:13][C:14](=[O:17])[NH:15][CH2:16]2)[C:5]([O:18][CH2:19][CH3:20])=[C:4](/[C:1](=[N:23]/[NH:22][C:21]([O:25][C:26]([CH3:29])([CH3:28])[CH3:27])=[O:24])/[CH3:2])[CH:9]=1. The catalyst class is: 5. (7) Reactant: [N+:1]([C:4]1[CH:5]=[C:6]2[C:10](=[CH:11][CH:12]=1)[NH:9][N:8]=[CH:7]2)([O-:3])=[O:2].C([O-])([O-])=O.[K+].[K+].Br[CH2:20][CH:21]([O:24][CH3:25])[O:22][CH3:23]. Product: [CH3:23][O:22][CH:21]([O:24][CH3:25])[CH2:20][N:9]1[C:10]2[C:6](=[CH:5][C:4]([N+:1]([O-:3])=[O:2])=[CH:12][CH:11]=2)[CH:7]=[N:8]1. The catalyst class is: 3. (8) Reactant: [CH2:1](Br)[CH3:2].[Mg].C(OCC)C.C(=O)=O.CC(C)=O.[C:17]1(=[O:24])[NH:22][C:21](=O)[CH2:20][CH2:19][CH2:18]1.C([BH3-])#N.[Na+].Cl.[OH-].[Na+]. Product: [CH2:1]([CH:21]1[NH:22][C:17](=[O:24])[CH2:18][CH2:19][CH2:20]1)[CH3:2]. The catalyst class is: 4.